Dataset: Full USPTO retrosynthesis dataset with 1.9M reactions from patents (1976-2016). Task: Predict the reactants needed to synthesize the given product. (1) Given the product [S:33]1[CH:37]=[CH:36][CH:35]=[C:34]1[CH2:8][N:15]1[CH2:20][CH2:19][CH2:18][CH:17]([CH2:21][N:22]([C:27]2[CH:28]=[CH:29][CH:30]=[CH:31][CH:32]=2)[C:23](=[O:26])[CH2:24][CH3:25])[CH2:16]1, predict the reactants needed to synthesize it. The reactants are: FC(F)(F)C(O)=O.[C:8]([N:15]1[CH2:20][CH2:19][CH2:18][CH:17]([CH2:21][N:22]([C:27]2[CH:32]=[CH:31][CH:30]=[CH:29][CH:28]=2)[C:23](=[O:26])[CH2:24][CH3:25])[CH2:16]1)(OC(C)(C)C)=O.[S:33]1[CH:37]=[CH:36][CH:35]=[C:34]1C=O.[BH-](OC(C)=O)(OC(C)=O)OC(C)=O.[Na+]. (2) The reactants are: P([O-])([O-])([O-])=O.[Na].[F:7][C:8]1[C:13]([F:14])=[C:12]([C:15]([F:18])([F:17])[F:16])[CH:11]=[CH:10][C:9]=1[C:19]1[N:20]=[C:21]([NH:24][C:25](=[O:40])[CH2:26][C:27]2[C:35]3[C:34](=[O:36])[N:33]([CH3:37])[C:32](=[O:38])[N:31]([CH3:39])[C:30]=3[S:29][N:28]=2)[S:22][CH:23]=1.[P:41]([O:53]CI)([O:48]C(C)(C)C)([O:43][C:44](C)(C)C)=[O:42]. Given the product [P:41]([OH:53])([OH:48])([O:43][CH2:44][N:20]1[C:19]([C:9]2[CH:10]=[CH:11][C:12]([C:15]([F:17])([F:16])[F:18])=[C:13]([F:14])[C:8]=2[F:7])=[CH:23][S:22][C:21]1=[N:24][C:25](=[O:40])[CH2:26][C:27]1[C:35]2[C:34](=[O:36])[N:33]([CH3:37])[C:32](=[O:38])[N:31]([CH3:39])[C:30]=2[S:29][N:28]=1)=[O:42], predict the reactants needed to synthesize it. (3) The reactants are: [CH3:1][O:2][C:3]1[CH:43]=[CH:42][C:6]([CH2:7][N:8]([CH2:33][C:34]2[CH:39]=[CH:38][C:37]([O:40][CH3:41])=[CH:36][CH:35]=2)[C:9]2[N:14]=[C:13]([CH3:15])[N:12]=[C:11]([C:16]3[CH:17]=[C:18]([C:23]([CH3:32])([CH3:31])[C:24]([O:26][C:27]([CH3:30])([CH3:29])[CH3:28])=[O:25])[CH:19]=[N:20][C:21]=3F)[N:10]=2)=[CH:5][CH:4]=1.[F:44][C:45]1[CH:46]=[C:47]([NH2:53])[CH:48]=[N:49][C:50]=1[O:51][CH3:52].C[Si]([N-][Si](C)(C)C)(C)C.[Na+]. Given the product [CH3:1][O:2][C:3]1[CH:43]=[CH:42][C:6]([CH2:7][N:8]([CH2:33][C:34]2[CH:35]=[CH:36][C:37]([O:40][CH3:41])=[CH:38][CH:39]=2)[C:9]2[N:14]=[C:13]([CH3:15])[N:12]=[C:11]([C:16]3[CH:17]=[C:18]([C:23]([CH3:32])([CH3:31])[C:24]([O:26][C:27]([CH3:28])([CH3:30])[CH3:29])=[O:25])[CH:19]=[N:20][C:21]=3[NH:53][C:47]3[CH:48]=[N:49][C:50]([O:51][CH3:52])=[C:45]([F:44])[CH:46]=3)[N:10]=2)=[CH:5][CH:4]=1, predict the reactants needed to synthesize it. (4) Given the product [Cl:1][C:2]1[CH:3]=[CH:4][CH:5]=[C:6]2[C:10]=1[N:9]([CH2:11][CH2:12][CH3:13])[N:8]=[C:7]2[C:14]1[CH:19]=[CH:18][C:17]([OH:20])=[C:16]([F:22])[CH:15]=1, predict the reactants needed to synthesize it. The reactants are: [Cl:1][C:2]1[CH:3]=[CH:4][CH:5]=[C:6]2[C:10]=1[N:9]([CH2:11][CH2:12][CH3:13])[N:8]=[C:7]2[C:14]1[CH:19]=[CH:18][C:17]([O:20]C)=[C:16]([F:22])[CH:15]=1.B(Br)(Br)Br. (5) Given the product [NH2:1][C:2]1[C:7]([N+:8]([O-:10])=[O:9])=[CH:6][C:5]([S:11]([OH:14])(=[O:13])=[O:12])=[C:4]([NH2:15])[N:3]=1.[NH2:15][C:4]1[C:5]([S:11]([OH:14])(=[O:12])=[O:13])=[CH:6][CH:7]=[C:2]([NH2:1])[N:3]=1, predict the reactants needed to synthesize it. The reactants are: [NH2:1][C:2]1[C:7]([N+:8]([O-:10])=[O:9])=[CH:6][C:5]([S:11]([OH:14])(=[O:13])=[O:12])=[C:4]([NH2:15])[N:3]=1.NC1C(N)=C([N+]([O-])=O)C([N+]([O-])=O)=NC=1.NC1C=CC=C(N)N=1.S(O)(O)(=O)=O.NC1C=CC=C(N)N=1.NC1C=CC=C(N)N=1.